Task: Predict the product of the given reaction.. Dataset: Forward reaction prediction with 1.9M reactions from USPTO patents (1976-2016) (1) Given the reactants FC1C=C2C(C(I)=CN2S(C2C=CC=CC=2)(=O)=O)=CC=1.[F:21][C:22]1[CH:30]=[C:29]2[C:25]([C:26]([C:40]3[CH:55]=[CH:54][C:43]4[N:44]=[C:45]([CH2:47][N:48]5[CH2:53][CH2:52][NH:51][CH2:50][CH2:49]5)[O:46][C:42]=4[CH:41]=3)=[CH:27][N:28]2S(C2C=CC=CC=2)(=O)=O)=[CH:24][CH:23]=1, predict the reaction product. The product is: [F:21][C:22]1[CH:30]=[C:29]2[C:25]([C:26]([C:40]3[CH:55]=[CH:54][C:43]4[N:44]=[C:45]([CH2:47][N:48]5[CH2:49][CH2:50][NH:51][CH2:52][CH2:53]5)[O:46][C:42]=4[CH:41]=3)=[CH:27][NH:28]2)=[CH:24][CH:23]=1. (2) Given the reactants [CH2:1]([O:3][C:4](=[O:24])[C:5]([O:21][CH2:22][CH3:23])=[CH:6][C:7]1[CH:12]=[CH:11][CH:10]=[C:9]([O:13][CH2:14][C:15]2[CH:20]=[CH:19][CH:18]=[CH:17][CH:16]=2)[CH:8]=1)C.COC(=O)C(OC)CC1C=CC=C(OCC2C=CC=CC=2)C=1, predict the reaction product. The product is: [CH3:1][O:3][C:4](=[O:24])[CH:5]([O:21][CH2:22][CH3:23])[CH2:6][C:7]1[CH:12]=[CH:11][CH:10]=[C:9]([O:13][CH2:14][C:15]2[CH:20]=[CH:19][CH:18]=[CH:17][CH:16]=2)[CH:8]=1. (3) The product is: [C:20]([O:19][C:17]([N:14]1[CH2:15][CH2:16][CH:11]([C:41]2[CH:46]=[CH:45][CH:44]=[C:43]([N:47]3[C:51]([CH3:52])=[CH:50][CH:49]=[C:48]3[CH3:53])[N:42]=2)[CH2:12][CH2:13]1)=[O:18])([CH3:23])([CH3:22])[CH3:21]. Given the reactants BrC(Br)C.C[Si](Cl)(C)C.I[CH:11]1[CH2:16][CH2:15][N:14]([C:17]([O:19][C:20]([CH3:23])([CH3:22])[CH3:21])=[O:18])[CH2:13][CH2:12]1.O1C=CC=C1P(C1OC=CC=1)C1OC=CC=1.Br[C:41]1[CH:46]=[CH:45][CH:44]=[C:43]([N:47]2[C:51]([CH3:52])=[CH:50][CH:49]=[C:48]2[CH3:53])[N:42]=1, predict the reaction product. (4) Given the reactants [Br:1][C:2]1[CH:7]=[C:6]([CH3:8])[C:5]([N:9]2[CH2:13][CH2:12][NH:11][C:10]2=[O:14])=[C:4]([CH2:15][CH3:16])[CH:3]=1.[H-].[Na+].Br[CH2:20][C:21]([O:23][CH2:24][CH3:25])=[O:22], predict the reaction product. The product is: [Br:1][C:2]1[CH:7]=[C:6]([CH3:8])[C:5]([N:9]2[CH2:13][CH2:12][N:11]([CH2:20][C:21]([O:23][CH2:24][CH3:25])=[O:22])[C:10]2=[O:14])=[C:4]([CH2:15][CH3:16])[CH:3]=1. (5) The product is: [Cl:26][C:22]1[CH:21]=[C:20]2[C:25](=[CH:24][CH:23]=1)[N:17]([C:15]([C:14]1[C:9]([NH:40][CH2:39][C:38]3[CH:41]=[CH:42][C:43]([F:44])=[C:36]([F:35])[CH:37]=3)=[N:10][CH:11]=[CH:12][CH:13]=1)=[O:16])[CH2:18][CH2:19]2. Given the reactants C(N[C:9]1[C:14]([C:15]([N:17]2[C:25]3[C:20](=[CH:21][C:22]([Cl:26])=[CH:23][CH:24]=3)[CH2:19][CH2:18]2)=[O:16])=[CH:13][CH:12]=[CH:11][N:10]=1)C1C=CC=CC=1.C(N)C1C=CC=CC=1.[F:35][C:36]1[CH:37]=[C:38]([CH:41]=[CH:42][C:43]=1[F:44])[CH2:39][NH2:40], predict the reaction product.